From a dataset of Reaction yield outcomes from USPTO patents with 853,638 reactions. Predict the reaction yield, written as a fraction of the theoretical maximum amount of product (1.0 means a 100% yield; for example, 0.34 means a 34% yield). (1) The catalyst is CN(C=O)C. The product is [C:61]([N:47]1[C:46]2[CH:65]=[CH:66][C:43]([C:40]3[CH:41]=[N:42][C:37]([NH2:36])=[N:38][CH:39]=3)=[CH:44][C:45]=2[N:49]=[C:48]1[C:50]1[CH:59]=[C:58]([F:60])[CH:57]=[CH:56][C:51]=1[C:52]1[N:54]=[C:1]([CH3:2])[O:4][N:53]=1)([CH3:64])([CH3:62])[CH3:63]. The yield is 0.100. The reactants are [C:1]([OH:4])(=O)[CH3:2].CN(C(ON1N=NC2C=CC=NC1=2)=[N+](C)C)C.F[P-](F)(F)(F)(F)F.C(N(CC)CC)C.[NH2:36][C:37]1[N:42]=[CH:41][C:40]([C:43]2[CH:66]=[CH:65][C:46]3[N:47]([C:61]([CH3:64])([CH3:63])[CH3:62])[C:48]([C:50]4[CH:59]=[C:58]([F:60])[CH:57]=[CH:56][C:51]=4[C:52]([NH:54]O)=[NH:53])=[N:49][C:45]=3[CH:44]=2)=[CH:39][N:38]=1. (2) The reactants are [CH2:1]([C:3]1[CH:8]=[CH:7][C:6]([C:9]2[CH:17]=[C:16]3[C:12]([CH2:13][C:14](=[O:18])[NH:15]3)=[CH:11][CH:10]=2)=[CH:5][CH:4]=1)[CH3:2].[N:19]1([CH2:24][CH2:25][NH:26][C:27]([C:29]2[C:33]([CH3:34])=[C:32]([CH:35]=O)[NH:31][C:30]=2[CH3:37])=[O:28])[CH2:23][CH2:22][CH2:21][CH2:20]1. No catalyst specified. The product is [N:19]1([CH2:24][CH2:25][NH:26][C:27]([C:29]2[C:33]([CH3:34])=[C:32]([CH:35]=[C:13]3[C:12]4[C:16](=[CH:17][C:9]([C:6]5[CH:5]=[CH:4][C:3]([CH2:1][CH3:2])=[CH:8][CH:7]=5)=[CH:10][CH:11]=4)[NH:15][C:14]3=[O:18])[NH:31][C:30]=2[CH3:37])=[O:28])[CH2:23][CH2:22][CH2:21][CH2:20]1. The yield is 0.650. (3) The reactants are [CH3:1][O:2][C:3]1[CH:4]=[C:5]2[C:10](=[CH:11][C:12]=1[O:13][CH3:14])[N:9]=[CH:8][CH:7]=[C:6]2[O:15][C:16]1[CH:22]=[CH:21][C:19]([NH2:20])=[CH:18][CH:17]=1.C1(C)C=CC=CC=1.C(N(CC)CC)C.Cl[C:38](Cl)([O:40]C(=O)OC(Cl)(Cl)Cl)Cl.[F:49][C:50]1[CH:58]=[CH:57][CH:56]=[CH:55][C:51]=1[CH:52]([OH:54])[CH3:53]. The catalyst is C(Cl)Cl. The product is [CH3:1][O:2][C:3]1[CH:4]=[C:5]2[C:10](=[CH:11][C:12]=1[O:13][CH3:14])[N:9]=[CH:8][CH:7]=[C:6]2[O:15][C:16]1[CH:22]=[CH:21][C:19]([NH:20][C:38](=[O:40])[O:54][CH:52]([C:51]2[CH:55]=[CH:56][CH:57]=[CH:58][C:50]=2[F:49])[CH3:53])=[CH:18][CH:17]=1. The yield is 0.780. (4) The reactants are [Br:1][C:2]1[CH:7]=[C:6]([O:8][C:9]([F:12])([F:11])[F:10])[CH:5]=[CH:4][C:3]=1[NH:13][C:14]1[N:18]([CH2:19][CH2:20][CH2:21][C:22](OCC)=[O:23])[C:17]2[C:27]([CH:32]([CH2:35][CH3:36])[CH2:33][CH3:34])=[CH:28][CH:29]=[C:30]([Cl:31])[C:16]=2[N:15]=1.[BH4-].[Li+]. The catalyst is O1CCCC1. The product is [Br:1][C:2]1[CH:7]=[C:6]([O:8][C:9]([F:11])([F:10])[F:12])[CH:5]=[CH:4][C:3]=1[NH:13][C:14]1[N:18]([CH2:19][CH2:20][CH2:21][CH2:22][OH:23])[C:17]2[C:27]([CH:32]([CH2:35][CH3:36])[CH2:33][CH3:34])=[CH:28][CH:29]=[C:30]([Cl:31])[C:16]=2[N:15]=1. The yield is 0.440. (5) The reactants are [CH3:1][O:2][C:3]1[CH:4]=[C:5]2[C:9](=[CH:10][CH:11]=1)[NH:8][CH:7]=[CH:6]2.Br[CH2:13][CH2:14][OH:15]. The catalyst is CS(C)=O.[OH-].[K+].O. The product is [CH3:1][O:2][C:3]1[CH:4]=[C:5]2[C:9](=[CH:10][CH:11]=1)[N:8]([CH2:13][CH2:14][OH:15])[CH:7]=[CH:6]2. The yield is 0.650. (6) The reactants are [NH2:1][C@@:2]([C:6]1[CH:15]=[CH:14][C:13]2[C:8](=[CH:9][CH:10]=[C:11]([O:16][CH:17]3[CH2:22][CH2:21][C:20]4([CH2:27][CH2:26][CH2:25][CH2:24][CH2:23]4)[CH2:19][CH2:18]3)[CH:12]=2)[CH:7]=1)([CH3:5])[CH2:3][OH:4].C(Cl)(Cl)Cl.C(=O)(O)[O-].[Na+].[C:37]([O:41][C:42](O[C:42]([O:41][C:37]([CH3:40])([CH3:39])[CH3:38])=[O:43])=[O:43])([CH3:40])([CH3:39])[CH3:38]. No catalyst specified. The product is [OH:4][CH2:3][C@:2]([NH:1][C:42](=[O:43])[O:41][C:37]([CH3:40])([CH3:39])[CH3:38])([C:6]1[CH:15]=[CH:14][C:13]2[C:8](=[CH:9][CH:10]=[C:11]([O:16][CH:17]3[CH2:22][CH2:21][C:20]4([CH2:27][CH2:26][CH2:25][CH2:24][CH2:23]4)[CH2:19][CH2:18]3)[CH:12]=2)[CH:7]=1)[CH3:5]. The yield is 0.950.